Dataset: Forward reaction prediction with 1.9M reactions from USPTO patents (1976-2016). Task: Predict the product of the given reaction. (1) Given the reactants [N+:1]([C:4]1[CH:9]=[CH:8][CH:7]=[CH:6][C:5]=1[CH:10]([OH:34])[CH2:11][CH2:12][N:13]([CH3:33])[C:14]([C:27]1[CH:32]=[CH:31][CH:30]=[CH:29][CH:28]=1)([C:21]1[CH:26]=[CH:25][CH:24]=[CH:23][CH:22]=1)[C:15]1[CH:20]=[CH:19][CH:18]=[CH:17][CH:16]=1)([O-:3])=[O:2].[C:35](N1C=CN=C1)([N:37]1[CH:41]=[CH:40][N:39]=[CH:38]1)=[O:36], predict the reaction product. The product is: [N:37]1([C:35]([O:34][CH:10]([C:5]2[CH:6]=[CH:7][CH:8]=[CH:9][C:4]=2[N+:1]([O-:3])=[O:2])[CH2:11][CH2:12][N:13]([CH3:33])[C:14]([C:15]2[CH:20]=[CH:19][CH:18]=[CH:17][CH:16]=2)([C:21]2[CH:22]=[CH:23][CH:24]=[CH:25][CH:26]=2)[C:27]2[CH:28]=[CH:29][CH:30]=[CH:31][CH:32]=2)=[O:36])[CH:41]=[CH:40][N:39]=[CH:38]1. (2) The product is: [CH3:17][O:18][C:8]1[CH:9]=[C:10]2[CH:16]=[CH:15][NH:14][C:11]2=[N:12][CH:13]=1. Given the reactants C1(N[C:8]2[CH:9]=[C:10]3[CH:16]=[CH:15][NH:14][C:11]3=[N:12][CH:13]=2)C=CC=CC=1.[CH3:17][O-:18].[Na+].O.[Cl-].[NH4+].[OH-].[NH4+], predict the reaction product. (3) The product is: [ClH:1].[Cl:1][C:2]1[C:3]([C:8]2[C:9]([F:30])=[C:10]([NH:14][C:15]([C@@H:17]3[CH2:21][C@@H:20]([F:22])[CH2:19][NH:18]3)=[O:16])[CH:11]=[CH:12][CH:13]=2)=[N:4][CH:5]=[CH:6][CH:7]=1. Given the reactants [Cl:1][C:2]1[C:3]([C:8]2[C:9]([F:30])=[C:10]([NH:14][C:15]([C@@H:17]3[CH2:21][C@@H:20]([F:22])[CH2:19][N:18]3C(OC(C)(C)C)=O)=[O:16])[CH:11]=[CH:12][CH:13]=2)=[N:4][CH:5]=[CH:6][CH:7]=1, predict the reaction product. (4) Given the reactants [NH2:1][C:2](=[N:38][OH:39])[CH2:3][O:4][NH:5][C:6]([CH:8]1[C:17]2[C:12](=[CH:13][CH:14]=[CH:15][CH:16]=2)[C:11](=[O:18])[N:10]([CH:19]2[CH2:24][CH2:23][CH2:22][CH2:21][CH:20]2[NH:25][S:26]([CH3:29])(=[O:28])=[O:27])[CH:9]1[C:30]1[CH:35]=[CH:34][C:33]([Cl:36])=[CH:32][C:31]=1[Cl:37])=[O:7].C1N=CN([C:45](N2C=NC=C2)=[O:46])C=1.C1CCN2C(=NCCC2)CC1, predict the reaction product. The product is: [Cl:37][C:31]1[CH:32]=[C:33]([Cl:36])[CH:34]=[CH:35][C:30]=1[CH:9]1[CH:8]([C:6]([NH:5][O:4][CH2:3][C:2]2[NH:1][C:45](=[O:46])[O:39][N:38]=2)=[O:7])[C:17]2[C:12](=[CH:13][CH:14]=[CH:15][CH:16]=2)[C:11](=[O:18])[N:10]1[CH:19]1[CH2:24][CH2:23][CH2:22][CH2:21][CH:20]1[NH:25][S:26]([CH3:29])(=[O:27])=[O:28]. (5) Given the reactants [CH3:1][O:2][C:3]1[N:8]=[CH:7][C:6]([NH:9][C:10]2[C:15]([C:16]3[N:21]=[C:20]([CH3:22])[N:19]=[C:18](SC)[N:17]=3)=[CH:14][N:13]=[CH:12][N:11]=2)=[CH:5][CH:4]=1.[OH-].[NH4+:26], predict the reaction product. The product is: [CH3:1][O:2][C:3]1[N:8]=[CH:7][C:6]([NH:9][C:10]2[C:15]([C:16]3[N:21]=[C:20]([CH3:22])[N:19]=[C:18]([NH2:26])[N:17]=3)=[CH:14][N:13]=[CH:12][N:11]=2)=[CH:5][CH:4]=1.